Dataset: Reaction yield outcomes from USPTO patents with 853,638 reactions. Task: Predict the reaction yield, written as a fraction of the theoretical maximum amount of product (1.0 means a 100% yield; for example, 0.34 means a 34% yield). (1) The reactants are C([C:4]1[CH:10]=[CH:9][CH:8]=[CH:7][C:5]=1[NH2:6])CC.CCN([CH2:16][CH3:17])CC.C(O[C:22](=[O:24])[CH3:23])(=O)C.Cl.[CH2:26](Cl)Cl. No catalyst specified. The product is [CH2:26]([CH2:23][C:22]([NH:6][C:5]1[CH:4]=[CH:10][CH:9]=[CH:8][CH:7]=1)=[O:24])[CH2:16][CH3:17]. The yield is 0.670. (2) The reactants are [Cl:1][C:2]1[N:7]=[CH:6][N:5]=[C:4]([NH:8][C:9]2[CH:10]=[C:11](CS(N)(=O)=O)[CH:12]=[CH:13][CH:14]=2)[N:3]=1.ClC1N=C(Cl)N=CN=1.NC1C=C([S:35]([NH2:38])(=[O:37])=[O:36])C=CC=1. No catalyst specified. The product is [Cl:1][C:2]1[N:7]=[CH:6][N:5]=[C:4]([NH:8][C:9]2[CH:10]=[C:11]([S:35]([NH2:38])(=[O:37])=[O:36])[CH:12]=[CH:13][CH:14]=2)[N:3]=1. The yield is 0.350. (3) The reactants are Cl[C:2]1[C:7]2[C:8]3[CH2:14][CH2:13][CH2:12][N:11](C(OC(C)(C)C)=O)[CH2:10][C:9]=3[S:22][C:6]=2[N:5]=[CH:4][N:3]=1.[F:23][C:24]1[CH:25]=[C:26]([CH:38]=[CH:39][CH:40]=1)[CH2:27][N:28]1[C:36]2[C:31](=[CH:32][C:33]([NH2:37])=[CH:34][CH:35]=2)[CH:30]=[N:29]1. No catalyst specified. The product is [F:23][C:24]1[CH:25]=[C:26]([CH:38]=[CH:39][CH:40]=1)[CH2:27][N:28]1[C:36]2[C:31](=[CH:32][C:33]([NH:37][C:2]3[C:7]4[C:8]5[CH2:14][CH2:13][CH2:12][NH:11][CH2:10][C:9]=5[S:22][C:6]=4[N:5]=[CH:4][N:3]=3)=[CH:34][CH:35]=2)[CH:30]=[N:29]1. The yield is 0.630. (4) The reactants are [CH2:1]([O:3][C:4]([C:6]1[CH:7]=[N:8][C:9]2[C:14]([C:15]=1Cl)=[CH:13][CH:12]=[CH:11][C:10]=2[O:17][CH3:18])=[O:5])[CH3:2].[O:19]1[CH2:23][CH2:22][CH:21]([NH2:24])[CH2:20]1. No catalyst specified. The product is [CH2:1]([O:3][C:4]([C:6]1[CH:7]=[N:8][C:9]2[C:14]([C:15]=1[NH:24][CH:21]1[CH2:22][CH2:23][O:19][CH2:20]1)=[CH:13][CH:12]=[CH:11][C:10]=2[O:17][CH3:18])=[O:5])[CH3:2]. The yield is 1.00. (5) The reactants are [C:1]([O:5][C:6]([N:8]1[CH2:13][CH2:12][NH:11][CH2:10][CH2:9]1)=[O:7])([CH3:4])([CH3:3])[CH3:2].[CH:14]1([CH2:19]OS(C2C=CC(C)=CC=2)(=O)=O)[CH2:18][CH2:17][CH2:16][CH2:15]1. No catalyst specified. The product is [C:1]([O:5][C:6]([N:8]1[CH2:13][CH2:12][N:11]([CH2:19][CH:14]2[CH2:18][CH2:17][CH2:16][CH2:15]2)[CH2:10][CH2:9]1)=[O:7])([CH3:4])([CH3:2])[CH3:3]. The yield is 0.460.